From a dataset of Reaction yield outcomes from USPTO patents with 853,638 reactions. Predict the reaction yield, written as a fraction of the theoretical maximum amount of product (1.0 means a 100% yield; for example, 0.34 means a 34% yield). (1) The reactants are COC1C=CC(C[N:8]2[C:12]3=[N:13][CH:14]=[CH:15][C:16]([O:17][C:18]4[CH:23]=[CH:22][C:21]([NH:24][C:25]([C:27]5[C:28](=[O:40])[N:29]([C:33]6[CH:38]=[CH:37][C:36]([F:39])=[CH:35][CH:34]=6)[N:30]=[CH:31][CH:32]=5)=[O:26])=[CH:20][C:19]=4[F:41])=[C:11]3[C:10]([N:42]3[CH2:49][CH:48]4[CH:44]([CH2:45][NH:46][CH2:47]4)[CH2:43]3)=[N:9]2)=CC=1.C(O)(C(F)(F)F)=O. No catalyst specified. The product is [F:41][C:19]1[CH:20]=[C:21]([NH:24][C:25]([C:27]2[C:28](=[O:40])[N:29]([C:33]3[CH:34]=[CH:35][C:36]([F:39])=[CH:37][CH:38]=3)[N:30]=[CH:31][CH:32]=2)=[O:26])[CH:22]=[CH:23][C:18]=1[O:17][C:16]1[CH:15]=[CH:14][N:13]=[C:12]2[NH:8][N:9]=[C:10]([N:42]3[CH2:43][CH:44]4[CH:48]([CH2:47][NH:46][CH2:45]4)[CH2:49]3)[C:11]=12. The yield is 0.132. (2) The reactants are [O:1]=[C:2]1[O:8][C@H:7]([C@H:9]([CH2:11][OH:12])[OH:10])[C:5]([OH:6])=[C:3]1[OH:4]. The catalyst is O.[Pd]. The product is [CH2:11]([OH:12])[C@H:9]([OH:10])[C@H:7]1[O:8][C:2](=[O:1])[C@@H:3]([OH:4])[C@H:5]1[OH:6]. The yield is 0.960. (3) The catalyst is C1COCC1.CCCCCC. The reactants are [Br:1][CH:2](Br)C.[Li+].CC([N-]C(C)C)C.CO[C:15](=[O:24])[C:16]1[CH:21]=[CH:20][CH:19]=[CH:18][C:17]=1[CH2:22][CH3:23].C([Li])CCC.Cl. The yield is 0.410. The product is [Br:1][CH2:2][C:15]([C:16]1[CH:21]=[CH:20][CH:19]=[CH:18][C:17]=1[CH2:22][CH3:23])=[O:24]. (4) The catalyst is C(OCC)(=O)C. The yield is 0.530. The reactants are [Cl-].O[NH3+:3].[C:4](=[O:7])([O-])[OH:5].[Na+].CS(C)=O.[CH2:13]([C:17]1[N:22]2[N:23]=[CH:24][CH:25]=[C:21]2[N:20]([C@H:26]2[CH2:31][CH2:30][C@H:29]([O:32][CH2:33][C:34]([OH:37])([CH3:36])[CH3:35])[CH2:28][CH2:27]2)[C:19](=[O:38])[C:18]=1[CH2:39][C:40]1[CH:41]=[CH:42][C:43]([C:46]2[CH:53]=[CH:52][CH:51]=[CH:50][C:47]=2[C:48]#[N:49])=[N:44][CH:45]=1)[CH2:14][CH2:15][CH3:16]. The product is [CH2:13]([C:17]1[N:22]2[N:23]=[CH:24][CH:25]=[C:21]2[N:20]([C@H:26]2[CH2:27][CH2:28][C@H:29]([O:32][CH2:33][C:34]([OH:37])([CH3:35])[CH3:36])[CH2:30][CH2:31]2)[C:19](=[O:38])[C:18]=1[CH2:39][C:40]1[CH:45]=[N:44][C:43]([C:46]2[CH:53]=[CH:52][CH:51]=[CH:50][C:47]=2[C:48]2[NH:3][C:4](=[O:7])[O:5][N:49]=2)=[CH:42][CH:41]=1)[CH2:14][CH2:15][CH3:16]. (5) The reactants are [Si:1]([O:8][C@@H:9]([CH3:23])[CH2:10][O:11][N:12]1C(=O)C2C(=CC=CC=2)C1=O)([C:4]([CH3:7])([CH3:6])[CH3:5])([CH3:3])[CH3:2].CNN. The catalyst is C(Cl)Cl.C(OCC)C. The product is [Si:1]([O:8][C@@H:9]([CH3:23])[CH2:10][O:11][NH2:12])([C:4]([CH3:7])([CH3:6])[CH3:5])([CH3:3])[CH3:2]. The yield is 0.570. (6) The reactants are [CH3:1][N:2]([CH3:6])[CH2:3][CH2:4][OH:5].[H-].[Na+].F[C:10]1[N:15]2[CH:16]=[C:17]([CH2:19][N:20]([CH3:31])[C@@H:21]3[C:30]4[N:29]=[CH:28][CH:27]=[CH:26][C:25]=4[CH2:24][CH2:23][CH2:22]3)[N:18]=[C:14]2[CH:13]=[CH:12][CH:11]=1. The catalyst is O1CCCC1. The product is [CH3:1][N:2]([CH3:6])[CH2:3][CH2:4][O:5][C:10]1[N:15]2[CH:16]=[C:17]([CH2:19][N:20]([CH3:31])[C@@H:21]3[C:30]4[N:29]=[CH:28][CH:27]=[CH:26][C:25]=4[CH2:24][CH2:23][CH2:22]3)[N:18]=[C:14]2[CH:13]=[CH:12][CH:11]=1. The yield is 0.790. (7) The reactants are Br[C:2]1[CH:3]=[N:4][CH:5]=[C:6]([CH:9]=1)[C:7]#[N:8].B([C:13]1[CH:18]=[CH:17][C:16]([C:19]([CH3:24])([CH3:23])[C:20]([OH:22])=[O:21])=[CH:15][CH:14]=1)(O)O.C([O-])([O-])=O.[K+].[K+]. The catalyst is COCCOC.O.C1C=CC([P]([Pd]([P](C2C=CC=CC=2)(C2C=CC=CC=2)C2C=CC=CC=2)([P](C2C=CC=CC=2)(C2C=CC=CC=2)C2C=CC=CC=2)[P](C2C=CC=CC=2)(C2C=CC=CC=2)C2C=CC=CC=2)(C2C=CC=CC=2)C2C=CC=CC=2)=CC=1. The product is [C:7]([C:6]1[CH:9]=[C:2]([C:13]2[CH:18]=[CH:17][C:16]([C:19]([CH3:24])([CH3:23])[C:20]([OH:22])=[O:21])=[CH:15][CH:14]=2)[CH:3]=[N:4][CH:5]=1)#[N:8]. The yield is 0.730.